From a dataset of Cav3 T-type calcium channel HTS with 100,875 compounds. Binary Classification. Given a drug SMILES string, predict its activity (active/inactive) in a high-throughput screening assay against a specified biological target. The molecule is O=C(Nc1cc2OCCOc2cc1)C1(NC(=O)NCC)CCCCC1. The result is 0 (inactive).